This data is from CYP2D6 inhibition data for predicting drug metabolism from PubChem BioAssay. The task is: Regression/Classification. Given a drug SMILES string, predict its absorption, distribution, metabolism, or excretion properties. Task type varies by dataset: regression for continuous measurements (e.g., permeability, clearance, half-life) or binary classification for categorical outcomes (e.g., BBB penetration, CYP inhibition). Dataset: cyp2d6_veith. The compound is COCCn1c(=O)c(-c2cc(F)cc(F)c2)nc2cnc(OCc3ccccc3)nc21. The result is 0 (non-inhibitor).